This data is from TCR-epitope binding with 47,182 pairs between 192 epitopes and 23,139 TCRs. The task is: Binary Classification. Given a T-cell receptor sequence (or CDR3 region) and an epitope sequence, predict whether binding occurs between them. (1) The epitope is NQKLIANQF. The TCR CDR3 sequence is CASSPSSTNTNTGELFF. Result: 0 (the TCR does not bind to the epitope). (2) The epitope is LLQTGIHVRVSQPSL. The TCR CDR3 sequence is CASSLGQGLKETQYF. Result: 1 (the TCR binds to the epitope). (3) The epitope is RPHERNGFTVL. The TCR CDR3 sequence is CAISELPGQGFSYEQYF. Result: 0 (the TCR does not bind to the epitope). (4) The epitope is SEPVLKGVKL. The TCR CDR3 sequence is CSVGDSLIEPQHF. Result: 1 (the TCR binds to the epitope). (5) The epitope is ELAGIGILTV. Result: 1 (the TCR binds to the epitope). The TCR CDR3 sequence is CASSVYDSTGELFF. (6) The epitope is RAKFKQLL. The TCR CDR3 sequence is CASSLGFSYEQYF. Result: 0 (the TCR does not bind to the epitope). (7) The epitope is CTELKLSDY. The TCR CDR3 sequence is CASYSGLASTDTQYF. Result: 0 (the TCR does not bind to the epitope). (8) The epitope is SLVKPSFYV. The TCR CDR3 sequence is CASSHGSGELFF. Result: 0 (the TCR does not bind to the epitope). (9) The epitope is EPLPQGQLTAY. The TCR CDR3 sequence is CASSLYSGGDKEQYF. Result: 0 (the TCR does not bind to the epitope). (10) The epitope is RLFRKSNLK. The TCR CDR3 sequence is CASSLFLLFGSYNEQFF. Result: 0 (the TCR does not bind to the epitope).